This data is from Full USPTO retrosynthesis dataset with 1.9M reactions from patents (1976-2016). The task is: Predict the reactants needed to synthesize the given product. (1) Given the product [Br:13][C:14]1[CH:24]=[CH:23][C:17]([CH2:18][S:19]([NH:1][C:2]2[CH:11]=[CH:10][C:5]([C:6]([O:8][CH3:9])=[O:7])=[C:4]([OH:12])[CH:3]=2)(=[O:21])=[O:20])=[CH:16][CH:15]=1, predict the reactants needed to synthesize it. The reactants are: [NH2:1][C:2]1[CH:3]=[C:4]([OH:12])[C:5](=[CH:10][CH:11]=1)[C:6]([O:8][CH3:9])=[O:7].[Br:13][C:14]1[CH:24]=[CH:23][C:17]([CH2:18][S:19](Cl)(=[O:21])=[O:20])=[CH:16][CH:15]=1. (2) Given the product [ClH:20].[CH3:30][O:31][CH:32]1[CH2:37][CH2:36][CH2:35][N:34]([CH2:19][CH2:18][O:17][C:14]2[CH:15]=[C:16]3[C:11](=[CH:12][CH:13]=2)[O:10][C:9]([C:21]2[N:26]=[CH:25][N:24]4[CH:27]=[CH:28][CH:29]=[C:23]4[CH:22]=2)=[CH:8][C:7]3=[N:6][OH:5])[CH2:33]1, predict the reactants needed to synthesize it. The reactants are: C([O:5][N:6]=[C:7]1[C:16]2[C:11](=[CH:12][CH:13]=[C:14]([O:17][CH2:18][CH2:19][Cl:20])[CH:15]=2)[O:10][C:9]([C:21]2[N:26]=[CH:25][N:24]3[CH:27]=[CH:28][CH:29]=[C:23]3[CH:22]=2)=[CH:8]1)(C)(C)C.[CH3:30][O:31][CH:32]1[CH2:37][CH2:36][CH2:35][NH:34][CH2:33]1.